From a dataset of Forward reaction prediction with 1.9M reactions from USPTO patents (1976-2016). Predict the product of the given reaction. (1) The product is: [CH2:1]([O:3][C:4](=[O:21])[CH:5]([C:12]1[CH:17]=[CH:16][C:15]([NH2:18])=[CH:14][CH:13]=1)[CH2:6][CH:7]1[CH2:8][CH2:9][CH2:10][CH2:11]1)[CH3:2]. Given the reactants [CH2:1]([O:3][C:4](=[O:21])[CH:5]([C:12]1[CH:17]=[CH:16][C:15]([N+:18]([O-])=O)=[CH:14][CH:13]=1)[CH2:6][CH:7]1[CH2:11][CH2:10][CH2:9][CH2:8]1)[CH3:2], predict the reaction product. (2) Given the reactants [F:1][C:2]1[CH:3]=[C:4]([N:8]2[CH:12]=[C:11]([C@@H:13]3[N:17]4[CH2:18][CH2:19][NH:20][CH2:21][C@@H:16]4[CH2:15][CH2:14]3)[N:10]=[N:9]2)[CH:5]=[CH:6][CH:7]=1.Cl[C:23]1[N:30]=[CH:29][CH:28]=[CH:27][C:24]=1[C:25]#[N:26].CCN(CC)CC, predict the reaction product. The product is: [F:1][C:2]1[CH:3]=[C:4]([N:8]2[CH:12]=[C:11]([C@@H:13]3[N:17]4[CH2:18][CH2:19][N:20]([C:23]5[N:30]=[CH:29][CH:28]=[CH:27][C:24]=5[C:25]#[N:26])[CH2:21][C@@H:16]4[CH2:15][CH2:14]3)[N:10]=[N:9]2)[CH:5]=[CH:6][CH:7]=1. (3) Given the reactants [CH3:1][NH:2][CH2:3][C@@H:4]([C@H:6]([C@@H:8]([C@@H:10]([CH2:12][OH:13])[OH:11])[OH:9])[OH:7])[OH:5].[Cl:14][C:15]1[CH:16]=[C:17]([CH:42]=[CH:43][CH:44]=1)[CH2:18][N:19]([C:37](=[O:41])[C:38]([OH:40])=[O:39])[CH2:20][C:21]1[CH:26]=[CH:25][C:24]([C:27]#[C:28][CH2:29][CH2:30][CH2:31][CH2:32][CH2:33][CH2:34][CH2:35][CH3:36])=[CH:23][CH:22]=1, predict the reaction product. The product is: [CH3:1][NH:2][CH2:3][C@@H:4]([C@H:6]([C@@H:8]([C@@H:10]([CH2:12][OH:13])[OH:11])[OH:9])[OH:7])[OH:5].[Cl:14][C:15]1[CH:16]=[C:17]([CH:42]=[CH:43][CH:44]=1)[CH2:18][N:19]([C:37](=[O:41])[C:38]([OH:40])=[O:39])[CH2:20][C:21]1[CH:22]=[CH:23][C:24]([C:27]#[C:28][CH2:29][CH2:30][CH2:31][CH2:32][CH2:33][CH2:34][CH2:35][CH3:36])=[CH:25][CH:26]=1. (4) Given the reactants [NH2:1][C:2]1[CH:7]=[CH:6][C:5]([C:8]2[C:16]3[C:15]([NH2:17])=[N:14][CH:13]=[N:12][C:11]=3[O:10][CH:9]=2)=[CH:4][CH:3]=1.N1C=CC=CC=1.[C:24]1([S:30](Cl)(=[O:32])=[O:31])[CH:29]=[CH:28][CH:27]=[CH:26][CH:25]=1, predict the reaction product. The product is: [NH2:17][C:15]1[C:16]2[C:8]([C:5]3[CH:4]=[CH:3][C:2]([NH:1][S:30]([C:24]4[CH:29]=[CH:28][CH:27]=[CH:26][CH:25]=4)(=[O:32])=[O:31])=[CH:7][CH:6]=3)=[CH:9][O:10][C:11]=2[N:12]=[CH:13][N:14]=1. (5) Given the reactants C(N(CC)CC)C.[CH3:8][C:9]1([CH3:17])[O:14][C:13](=[O:15])[CH2:12][C:11](=[O:16])[CH2:10]1.[N+:18]([C:21]1[CH:22]=[C:23]([N:27]=[C:28]=[O:29])[CH:24]=[CH:25][CH:26]=1)([O-:20])=[O:19], predict the reaction product. The product is: [N+:18]([C:21]1[CH:22]=[C:23]([NH:27][C:28]([CH:12]2[C:11](=[O:16])[CH2:10][C:9]([CH3:17])([CH3:8])[O:14][C:13]2=[O:15])=[O:29])[CH:24]=[CH:25][CH:26]=1)([O-:20])=[O:19].